Dataset: NCI-60 drug combinations with 297,098 pairs across 59 cell lines. Task: Regression. Given two drug SMILES strings and cell line genomic features, predict the synergy score measuring deviation from expected non-interaction effect. (1) Synergy scores: CSS=11.1, Synergy_ZIP=0.835, Synergy_Bliss=3.66, Synergy_Loewe=4.35, Synergy_HSA=5.01. Cell line: U251. Drug 1: C1CC(C1)(C(=O)O)C(=O)O.[NH2-].[NH2-].[Pt+2]. Drug 2: CC1=C2C(C(=O)C3(C(CC4C(C3C(C(C2(C)C)(CC1OC(=O)C(C(C5=CC=CC=C5)NC(=O)OC(C)(C)C)O)O)OC(=O)C6=CC=CC=C6)(CO4)OC(=O)C)O)C)O. (2) Synergy scores: CSS=42.1, Synergy_ZIP=0.106, Synergy_Bliss=1.25, Synergy_Loewe=-21.1, Synergy_HSA=1.09. Cell line: SK-MEL-2. Drug 2: CC12CCC3C(C1CCC2O)C(CC4=C3C=CC(=C4)O)CCCCCCCCCS(=O)CCCC(C(F)(F)F)(F)F. Drug 1: C1=CC(=C2C(=C1NCCNCCO)C(=O)C3=C(C=CC(=C3C2=O)O)O)NCCNCCO. (3) Drug 1: CCC1=CC2CC(C3=C(CN(C2)C1)C4=CC=CC=C4N3)(C5=C(C=C6C(=C5)C78CCN9C7C(C=CC9)(C(C(C8N6C)(C(=O)OC)O)OC(=O)C)CC)OC)C(=O)OC.C(C(C(=O)O)O)(C(=O)O)O. Synergy scores: CSS=69.9, Synergy_ZIP=-7.82, Synergy_Bliss=-9.55, Synergy_Loewe=-20.3, Synergy_HSA=-8.48. Cell line: MOLT-4. Drug 2: C(CC(=O)O)C(=O)CN.Cl. (4) Drug 2: C1=NNC2=C1C(=O)NC=N2. Cell line: UACC62. Synergy scores: CSS=29.0, Synergy_ZIP=-2.18, Synergy_Bliss=-2.42, Synergy_Loewe=-27.7, Synergy_HSA=-1.58. Drug 1: C1=CC(=C2C(=C1NCCNCCO)C(=O)C3=C(C=CC(=C3C2=O)O)O)NCCNCCO.